Predict the product of the given reaction. From a dataset of Forward reaction prediction with 1.9M reactions from USPTO patents (1976-2016). (1) The product is: [C:1]([C:5]1[CH:21]=[CH:20][C:8]([CH2:9][N:10]([CH2:11][CH2:12][C:13]2[CH:18]=[CH:17][C:16]([F:19])=[CH:15][CH:14]=2)[C:32]([C:30]2[CH:31]=[C:23]([Cl:22])[CH:24]=[C:25]3[C:29]=2[NH:28][CH:27]=[CH:26]3)=[O:33])=[CH:7][CH:6]=1)([CH3:4])([CH3:2])[CH3:3]. Given the reactants [C:1]([C:5]1[CH:21]=[CH:20][C:8]([CH2:9][NH:10][CH2:11][CH2:12][C:13]2[CH:18]=[CH:17][C:16]([F:19])=[CH:15][CH:14]=2)=[CH:7][CH:6]=1)([CH3:4])([CH3:3])[CH3:2].[Cl:22][C:23]1[CH:24]=[C:25]2[C:29](=[C:30]([C:32](O)=[O:33])[CH:31]=1)[NH:28][CH:27]=[CH:26]2.CCN=C=NCCCN(C)C.Cl, predict the reaction product. (2) Given the reactants C(OC(=O)[NH:7][CH:8]1[CH2:13][CH2:12][CH2:11][N:10]([CH2:14][C:15](=[O:27])[NH:16][CH:17]2[C:26]3[C:21](=[CH:22][CH:23]=[CH:24][CH:25]=3)[CH2:20][CH2:19][CH2:18]2)[C:9]1=[O:28])(C)(C)C.Cl.[C:31]([N:38]([CH3:44])[C@H:39]([C:41]([OH:43])=O)[CH3:40])([O:33][C:34]([CH3:37])([CH3:36])[CH3:35])=[O:32].C1C=CC2N(O)N=NC=2C=1.CCN=C=NCCCN(C)C.CCN(C(C)C)C(C)C, predict the reaction product. The product is: [C:34]([O:33][C:31](=[O:32])[N:38]([CH3:44])[CH:39]([C:41](=[O:43])[NH:7][CH:8]1[CH2:13][CH2:12][CH2:11][N:10]([CH2:14][C:15](=[O:27])[NH:16][CH:17]2[C:26]3[C:21](=[CH:22][CH:23]=[CH:24][CH:25]=3)[CH2:20][CH2:19][CH2:18]2)[C:9]1=[O:28])[CH3:40])([CH3:35])([CH3:36])[CH3:37]. (3) Given the reactants [CH3:1][O:2][C:3]1[CH:13]=[CH:12][C:6]2[CH2:7][CH2:8][S:9](=O)(=O)[C:5]=2[CH:4]=1.[Li].O.Cl, predict the reaction product. The product is: [CH3:1][O:2][C:3]1[CH:13]=[CH:12][C:6]2[CH2:7][CH2:8][S:9][C:5]=2[CH:4]=1.